From a dataset of Peptide-MHC class I binding affinity with 185,985 pairs from IEDB/IMGT. Regression. Given a peptide amino acid sequence and an MHC pseudo amino acid sequence, predict their binding affinity value. This is MHC class I binding data. (1) The peptide sequence is LLTACTIFY. The MHC is HLA-A33:01 with pseudo-sequence HLA-A33:01. The binding affinity (normalized) is 0.0785. (2) The peptide sequence is FYQIFPHSL. The MHC is HLA-A69:01 with pseudo-sequence HLA-A69:01. The binding affinity (normalized) is 0.149. (3) The peptide sequence is KDTWLDARM. The MHC is HLA-B07:02 with pseudo-sequence HLA-B07:02. The binding affinity (normalized) is 0. (4) The peptide sequence is WTVNDIQKL. The MHC is HLA-A33:01 with pseudo-sequence HLA-A33:01. The binding affinity (normalized) is 0. (5) The peptide sequence is AYDGEEYMI. The MHC is H-2-Kd with pseudo-sequence H-2-Kd. The binding affinity (normalized) is 0.138.